Task: Regression. Given two drug SMILES strings and cell line genomic features, predict the synergy score measuring deviation from expected non-interaction effect.. Dataset: NCI-60 drug combinations with 297,098 pairs across 59 cell lines (1) Drug 1: C1CCC(C(C1)N)N.C(=O)(C(=O)[O-])[O-].[Pt+4]. Drug 2: N.N.Cl[Pt+2]Cl. Cell line: SN12C. Synergy scores: CSS=40.6, Synergy_ZIP=-12.4, Synergy_Bliss=-2.45, Synergy_Loewe=-0.484, Synergy_HSA=2.01. (2) Drug 1: CC1=C2C(C(=O)C3(C(CC4C(C3C(C(C2(C)C)(CC1OC(=O)C(C(C5=CC=CC=C5)NC(=O)OC(C)(C)C)O)O)OC(=O)C6=CC=CC=C6)(CO4)OC(=O)C)OC)C)OC. Drug 2: C1=CC(=CC=C1CCCC(=O)O)N(CCCl)CCCl. Cell line: OVCAR-4. Synergy scores: CSS=11.7, Synergy_ZIP=-11.7, Synergy_Bliss=-19.4, Synergy_Loewe=-75.8, Synergy_HSA=-19.8. (3) Drug 1: CC12CCC3C(C1CCC2=O)CC(=C)C4=CC(=O)C=CC34C. Drug 2: COCCOC1=C(C=C2C(=C1)C(=NC=N2)NC3=CC=CC(=C3)C#C)OCCOC.Cl. Cell line: SF-295. Synergy scores: CSS=38.9, Synergy_ZIP=1.21, Synergy_Bliss=0.800, Synergy_Loewe=-1.90, Synergy_HSA=0.965. (4) Drug 1: CC(C1=C(C=CC(=C1Cl)F)Cl)OC2=C(N=CC(=C2)C3=CN(N=C3)C4CCNCC4)N. Drug 2: C1=NC2=C(N1)C(=S)N=C(N2)N. Cell line: SN12C. Synergy scores: CSS=34.7, Synergy_ZIP=5.88, Synergy_Bliss=10.1, Synergy_Loewe=11.9, Synergy_HSA=12.4. (5) Drug 1: COC1=C(C=C2C(=C1)N=CN=C2NC3=CC(=C(C=C3)F)Cl)OCCCN4CCOCC4. Drug 2: C1=CN(C(=O)N=C1N)C2C(C(C(O2)CO)O)O.Cl. Cell line: NCI/ADR-RES. Synergy scores: CSS=38.0, Synergy_ZIP=-10.9, Synergy_Bliss=-3.18, Synergy_Loewe=1.36, Synergy_HSA=3.09. (6) Drug 1: COC1=NC(=NC2=C1N=CN2C3C(C(C(O3)CO)O)O)N. Drug 2: C1CNP(=O)(OC1)N(CCCl)CCCl. Cell line: MDA-MB-435. Synergy scores: CSS=6.59, Synergy_ZIP=-1.40, Synergy_Bliss=1.55, Synergy_Loewe=0.587, Synergy_HSA=-0.817. (7) Drug 2: C1=CC=C(C(=C1)C(C2=CC=C(C=C2)Cl)C(Cl)Cl)Cl. Synergy scores: CSS=7.43, Synergy_ZIP=1.51, Synergy_Bliss=7.75, Synergy_Loewe=6.93, Synergy_HSA=6.59. Drug 1: C1CCC(C1)C(CC#N)N2C=C(C=N2)C3=C4C=CNC4=NC=N3. Cell line: NCI/ADR-RES. (8) Drug 1: CN1CCC(CC1)COC2=C(C=C3C(=C2)N=CN=C3NC4=C(C=C(C=C4)Br)F)OC. Drug 2: CN(C)C1=NC(=NC(=N1)N(C)C)N(C)C. Cell line: SNB-75. Synergy scores: CSS=2.78, Synergy_ZIP=-2.15, Synergy_Bliss=-0.0404, Synergy_Loewe=-12.8, Synergy_HSA=-1.74. (9) Drug 1: CC1=C(C=C(C=C1)NC2=NC=CC(=N2)N(C)C3=CC4=NN(C(=C4C=C3)C)C)S(=O)(=O)N.Cl. Drug 2: C1=CC=C(C=C1)NC(=O)CCCCCCC(=O)NO. Cell line: OVCAR-4. Synergy scores: CSS=8.13, Synergy_ZIP=-2.77, Synergy_Bliss=-2.90, Synergy_Loewe=-22.9, Synergy_HSA=-2.83.